From a dataset of Peptide-MHC class II binding affinity with 134,281 pairs from IEDB. Regression. Given a peptide amino acid sequence and an MHC pseudo amino acid sequence, predict their binding affinity value. This is MHC class II binding data. The peptide sequence is QEMENFLGPIAVGGL. The MHC is DRB3_0301 with pseudo-sequence DRB3_0301. The binding affinity (normalized) is 0.432.